This data is from Full USPTO retrosynthesis dataset with 1.9M reactions from patents (1976-2016). The task is: Predict the reactants needed to synthesize the given product. (1) Given the product [CH3:1][O:2][C:3]([C@@H:5]1[CH2:9][CH:8]([C:10]([O:12][CH3:13])=[O:11])[CH2:7][NH:6]1)=[O:4], predict the reactants needed to synthesize it. The reactants are: [CH3:1][O:2][C:3]([C@@H:5]1[CH2:9][C:8]([C:10]([O:12][CH3:13])=[O:11])=[CH:7][NH:6]1)=[O:4]. (2) Given the product [CH3:1][N:2]([CH3:13])[C:3]1[CH:12]=[CH:11][C:6]([CH2:7][OH:8])=[CH:5][N:4]=1, predict the reactants needed to synthesize it. The reactants are: [CH3:1][N:2]([CH3:13])[C:3]1[CH:12]=[CH:11][C:6]([C:7](OC)=[O:8])=[CH:5][N:4]=1.[H-].[Al+3].[Li+].[H-].[H-].[H-]. (3) The reactants are: [CH2:1]1[O:9][C:8]2[CH:7]=[CH:6][C:5]([N:10]=[C:11]=[O:12])=[CH:4][C:3]=2[O:2]1.[CH3:13][C:14]1[CH:22]=[CH:21][CH:20]=[C:19]2[C:15]=1[CH2:16][NH:17][CH2:18]2. Given the product [CH2:1]1[O:9][C:8]2[CH:7]=[CH:6][C:5]([NH:10][C:11]([N:17]3[CH2:16][C:15]4[C:19](=[CH:20][CH:21]=[CH:22][C:14]=4[CH3:13])[CH2:18]3)=[O:12])=[CH:4][C:3]=2[O:2]1, predict the reactants needed to synthesize it. (4) Given the product [Cl:18][C:16]1[CH:15]=[CH:14][C:13]([F:19])=[C:12]([C:4]2[CH:3]=[C:2]([C:28]3[CH:29]=[N:30][CH:31]=[C:26]([C:20]4[CH:21]=[CH:22][CH:23]=[CH:24][CH:25]=4)[CH:27]=3)[C:11]3[C:6](=[N:7][CH:8]=[CH:9][CH:10]=3)[N:5]=2)[CH:17]=1, predict the reactants needed to synthesize it. The reactants are: Cl[C:2]1[C:11]2[C:6](=[N:7][CH:8]=[CH:9][CH:10]=2)[N:5]=[C:4]([C:12]2[CH:17]=[C:16]([Cl:18])[CH:15]=[CH:14][C:13]=2[F:19])[CH:3]=1.[C:20]1([C:26]2[CH:27]=[C:28](B(O)O)[CH:29]=[N:30][CH:31]=2)[CH:25]=[CH:24][CH:23]=[CH:22][CH:21]=1. (5) Given the product [Br:23][C:18]1[CH:19]=[CH:20][CH:21]=[CH:22][C:17]=1[C:16]([N:13]1[CH2:14][CH2:15][N:10]([C:8](=[O:9])[CH2:7][C:6]([OH:25])=[O:5])[CH2:11][CH2:12]1)=[O:24], predict the reactants needed to synthesize it. The reactants are: C([O:5][C:6](=[O:25])[CH2:7][C:8]([N:10]1[CH2:15][CH2:14][N:13]([C:16](=[O:24])[C:17]2[CH:22]=[CH:21][CH:20]=[CH:19][C:18]=2[Br:23])[CH2:12][CH2:11]1)=[O:9])(C)(C)C.Cl. (6) Given the product [ClH:52].[ClH:52].[CH2:19]([N:21]1[CH2:26][CH2:25][N:24]([C:27]2[N:28]=[C:29]([C:36]3[CH:37]=[CH:38][C:39]([C@H:42]4[CH2:47][C@H:46]([OH:48])[CH2:45][CH2:44][O:43]4)=[CH:40][CH:41]=3)[CH:30]=[C:31]3[CH:35]=[CH:34][S:33][C:32]=23)[CH2:23][CH2:22]1)[CH3:20], predict the reactants needed to synthesize it. The reactants are: C(N1CCN(C2N=C(Br)C=C3C=CSC=23)CC1)C.[CH2:19]([N:21]1[CH2:26][CH2:25][N:24]([C:27]2[N:28]=[C:29]([C:36]3[CH:41]=[CH:40][C:39]([C@H:42]4[CH2:47][C@H:46]([O:48]C(=O)C)[CH2:45][CH2:44][O:43]4)=[CH:38][CH:37]=3)[CH:30]=[C:31]3[CH:35]=[CH:34][S:33][C:32]=23)[CH2:23][CH2:22]1)[CH3:20].[ClH:52].